From a dataset of NCI-60 drug combinations with 297,098 pairs across 59 cell lines. Regression. Given two drug SMILES strings and cell line genomic features, predict the synergy score measuring deviation from expected non-interaction effect. (1) Drug 1: C1=C(C(=O)NC(=O)N1)F. Drug 2: C1CNP(=O)(OC1)N(CCCl)CCCl. Cell line: HOP-92. Synergy scores: CSS=11.4, Synergy_ZIP=2.20, Synergy_Bliss=-0.883, Synergy_Loewe=-10.7, Synergy_HSA=-5.64. (2) Drug 1: CNC(=O)C1=CC=CC=C1SC2=CC3=C(C=C2)C(=NN3)C=CC4=CC=CC=N4. Drug 2: CC(CN1CC(=O)NC(=O)C1)N2CC(=O)NC(=O)C2. Cell line: HOP-62. Synergy scores: CSS=-0.900, Synergy_ZIP=0.593, Synergy_Bliss=3.15, Synergy_Loewe=0.203, Synergy_HSA=0.494. (3) Drug 1: CC1=CC=C(C=C1)C2=CC(=NN2C3=CC=C(C=C3)S(=O)(=O)N)C(F)(F)F. Drug 2: CC1C(C(CC(O1)OC2CC(CC3=C2C(=C4C(=C3O)C(=O)C5=CC=CC=C5C4=O)O)(C(=O)C)O)N)O. Cell line: SR. Synergy scores: CSS=44.5, Synergy_ZIP=-1.43, Synergy_Bliss=-1.89, Synergy_Loewe=-8.15, Synergy_HSA=0.264. (4) Drug 1: CN1CCC(CC1)COC2=C(C=C3C(=C2)N=CN=C3NC4=C(C=C(C=C4)Br)F)OC. Drug 2: CC1OCC2C(O1)C(C(C(O2)OC3C4COC(=O)C4C(C5=CC6=C(C=C35)OCO6)C7=CC(=C(C(=C7)OC)O)OC)O)O. Cell line: UO-31. Synergy scores: CSS=33.3, Synergy_ZIP=-9.73, Synergy_Bliss=0.291, Synergy_Loewe=3.89, Synergy_HSA=4.90. (5) Drug 1: CC12CCC(CC1=CCC3C2CCC4(C3CC=C4C5=CN=CC=C5)C)O. Drug 2: CCCCCOC(=O)NC1=NC(=O)N(C=C1F)C2C(C(C(O2)C)O)O. Cell line: SW-620. Synergy scores: CSS=-3.58, Synergy_ZIP=0.890, Synergy_Bliss=-1.29, Synergy_Loewe=-7.76, Synergy_HSA=-4.83. (6) Drug 1: CC1=CC2C(CCC3(C2CCC3(C(=O)C)OC(=O)C)C)C4(C1=CC(=O)CC4)C. Drug 2: CNC(=O)C1=NC=CC(=C1)OC2=CC=C(C=C2)NC(=O)NC3=CC(=C(C=C3)Cl)C(F)(F)F. Cell line: NCI-H322M. Synergy scores: CSS=10.3, Synergy_ZIP=1.06, Synergy_Bliss=-0.951, Synergy_Loewe=-28.7, Synergy_HSA=-4.54. (7) Drug 1: CC1OCC2C(O1)C(C(C(O2)OC3C4COC(=O)C4C(C5=CC6=C(C=C35)OCO6)C7=CC(=C(C(=C7)OC)O)OC)O)O. Drug 2: CCC1(CC2CC(C3=C(CCN(C2)C1)C4=CC=CC=C4N3)(C5=C(C=C6C(=C5)C78CCN9C7C(C=CC9)(C(C(C8N6C)(C(=O)OC)O)OC(=O)C)CC)OC)C(=O)OC)O.OS(=O)(=O)O. Cell line: SF-539. Synergy scores: CSS=62.7, Synergy_ZIP=0.846, Synergy_Bliss=-0.0911, Synergy_Loewe=-15.7, Synergy_HSA=3.65.